From a dataset of Forward reaction prediction with 1.9M reactions from USPTO patents (1976-2016). Predict the product of the given reaction. (1) Given the reactants [Br:1][C:2]1[N:7]2[CH:8]=[C:9](/[CH:11]=[CH:12]/[C:13]3[CH:22]=[CH:21][C:20]4[C:15](=[CH:16][CH:17]=[CH:18][CH:19]=4)[N:14]=3)[N:10]=[C:6]2[C:5]([N:23]2[CH2:28][CH2:27][O:26][CH2:25][CH2:24]2)=[N:4][CH:3]=1.S(NN)(C1C=CC(C)=CC=1)(=O)=O.CC([O-])=O.[Na+], predict the reaction product. The product is: [Br:1][C:2]1[N:7]2[CH:8]=[C:9]([CH2:11][CH2:12][C:13]3[CH:22]=[CH:21][C:20]4[C:15](=[CH:16][CH:17]=[CH:18][CH:19]=4)[N:14]=3)[N:10]=[C:6]2[C:5]([N:23]2[CH2:28][CH2:27][O:26][CH2:25][CH2:24]2)=[N:4][CH:3]=1. (2) Given the reactants [C:1]([O:5][C@@H:6]([C:11]1[C:40]([CH3:41])=[CH:39][N:38]2[N:42]=[C:35]3[CH:36]=[C:37]2[C:12]=1[N:13]1[CH2:47][CH2:46][C:16]([CH3:48])([O:17][CH2:18][CH:19]=[CH:20][CH:21]([CH3:45])[CH2:22][O:23][C:24]2[CH:25]=[CH:26][C:27]([CH3:44])=[CH:28][C:29]=2[C:30]2[CH:43]=[C:34]3[CH:33]=[CH:32][CH:31]=2)[CH2:15][CH2:14]1)[C:7]([O:9][CH3:10])=[O:8])([CH3:4])([CH3:3])[CH3:2], predict the reaction product. The product is: [C:1]([O:5][C@@H:6]([C:11]1[C:40]([CH3:41])=[CH:39][N:38]2[N:42]=[C:35]3[CH:36]=[C:37]2[C:12]=1[N:13]1[CH2:14][CH2:15][C:16]([CH3:48])([O:17][CH2:18][CH2:19][CH2:20][CH:21]([CH3:45])[CH2:22][O:23][C:24]2[CH:25]=[CH:26][C:27]([CH3:44])=[CH:28][C:29]=2[C:30]2[CH:43]=[C:34]3[CH:33]=[CH:32][CH:31]=2)[CH2:46][CH2:47]1)[C:7]([O:9][CH3:10])=[O:8])([CH3:4])([CH3:2])[CH3:3]. (3) Given the reactants I[C:2]1[CH:3]=[CH:4][C:5]([CH3:10])=[C:6]([O:8][CH3:9])[CH:7]=1.C(B(CC)[C:14]1[CH:15]=[N:16][CH:17]=[CH:18][CH:19]=1)C.C(=O)([O-])[O-].[Na+].[Na+].C(O)C, predict the reaction product. The product is: [CH3:10][C:5]1[CH:4]=[CH:3][C:2]([C:14]2[CH:15]=[N:16][CH:17]=[CH:18][CH:19]=2)=[CH:7][C:6]=1[O:8][CH3:9]. (4) Given the reactants C(O[BH-](OC(=O)C)OC(=O)C)(=O)C.[Na+].[NH2:15][C:16]1[CH:37]=[CH:36][C:19]([C:20]([NH:22][CH2:23][C:24]2[CH:29]=[C:28]([Cl:30])[CH:27]=[CH:26][C:25]=2[S:31]([CH2:34][CH3:35])(=[O:33])=[O:32])=[O:21])=[CH:18][C:17]=1[O:38][CH3:39].O=[C:41]1[CH2:46][CH2:45][N:44]([C:47]([O:49][C:50]([CH3:53])([CH3:52])[CH3:51])=[O:48])[CH2:43][CH2:42]1.O, predict the reaction product. The product is: [Cl:30][C:28]1[CH:27]=[CH:26][C:25]([S:31]([CH2:34][CH3:35])(=[O:33])=[O:32])=[C:24]([CH2:23][NH:22][C:20]([C:19]2[CH:36]=[CH:37][C:16]([NH:15][CH:41]3[CH2:46][CH2:45][N:44]([C:47]([O:49][C:50]([CH3:53])([CH3:52])[CH3:51])=[O:48])[CH2:43][CH2:42]3)=[C:17]([O:38][CH3:39])[CH:18]=2)=[O:21])[CH:29]=1.